Dataset: Forward reaction prediction with 1.9M reactions from USPTO patents (1976-2016). Task: Predict the product of the given reaction. Given the reactants [NH:1]1[CH2:6][CH2:5][CH:4]([C:7]([OH:9])=[O:8])[CH2:3][CH2:2]1.O=S(Cl)Cl.[CH3:14]O, predict the reaction product. The product is: [NH:1]1[CH2:6][CH2:5][CH:4]([C:7]([O:9][CH3:14])=[O:8])[CH2:3][CH2:2]1.